Dataset: HIV replication inhibition screening data with 41,000+ compounds from the AIDS Antiviral Screen. Task: Binary Classification. Given a drug SMILES string, predict its activity (active/inactive) in a high-throughput screening assay against a specified biological target. The drug is N=C1OC(c2cccc(Cl)c2)C(NNS(=O)(=O)c2ccccc2)=C1O. The result is 0 (inactive).